This data is from Forward reaction prediction with 1.9M reactions from USPTO patents (1976-2016). The task is: Predict the product of the given reaction. (1) Given the reactants [NH:1]1[CH2:5][CH2:4][CH2:3][CH2:2]1.Cl[C:7]1[CH:16]=[C:15]([CH3:17])[C:14]2[C:9](=[CH:10][CH:11]=[C:12]([C:18]#[C:19][C:20]3[CH:25]=[CH:24][C:23]([C:26]4[CH:31]=[CH:30][C:29]([Cl:32])=[CH:28][CH:27]=4)=[CH:22][N:21]=3)[CH:13]=2)[N:8]=1, predict the reaction product. The product is: [Cl:32][C:29]1[CH:28]=[CH:27][C:26]([C:23]2[CH:24]=[CH:25][C:20]([C:19]#[C:18][C:12]3[CH:13]=[C:14]4[C:9](=[CH:10][CH:11]=3)[N:8]=[C:7]([N:1]3[CH2:5][CH2:4][CH2:3][CH2:2]3)[CH:16]=[C:15]4[CH3:17])=[N:21][CH:22]=2)=[CH:31][CH:30]=1. (2) Given the reactants C(Cl)(C)=O.[NH2:5][C:6]1[NH:10][N:9]=[C:8]([NH:11][C:12]2[CH:17]=[C:16]([C:18]([F:21])([F:20])[F:19])[C:15]([C:22]3[CH:27]=[CH:26][C:25]([S:28]([N:31]4[CH2:36][CH2:35][N:34](C(OC(C)(C)C)=O)[CH2:33][CH2:32]4)(=[O:30])=[O:29])=[CH:24][CH:23]=3)=[C:14]([Cl:44])[CH:13]=2)[N:7]=1, predict the reaction product. The product is: [Cl:44][C:14]1[CH:13]=[C:12]([NH:11][C:8]2[N:7]=[C:6]([NH2:5])[NH:10][N:9]=2)[CH:17]=[C:16]([C:18]([F:21])([F:19])[F:20])[C:15]=1[C:22]1[CH:27]=[CH:26][C:25]([S:28]([N:31]2[CH2:32][CH2:33][NH:34][CH2:35][CH2:36]2)(=[O:29])=[O:30])=[CH:24][CH:23]=1. (3) Given the reactants [C:1]([O:5][C:6](=[O:27])[CH2:7][C:8]1[CH:24]=[CH:23][C:11]([O:12][C:13]2[CH:22]=[CH:21][C:16]([C:17]([O:19]C)=[O:18])=[CH:15][CH:14]=2)=[C:10]([C:25]#[N:26])[CH:9]=1)([CH3:4])([CH3:3])[CH3:2].O[Li].O, predict the reaction product. The product is: [C:1]([O:5][C:6](=[O:27])[CH2:7][C:8]1[CH:24]=[CH:23][C:11]([O:12][C:13]2[CH:22]=[CH:21][C:16]([C:17]([OH:19])=[O:18])=[CH:15][CH:14]=2)=[C:10]([C:25]#[N:26])[CH:9]=1)([CH3:4])([CH3:2])[CH3:3]. (4) Given the reactants Cl[C:2]1[N:11]=[C:10]([NH:12][CH:13]2[CH2:18][CH2:17][N:16]([CH2:19][C:20]3[C:25]([O:26][CH3:27])=[CH:24][CH:23]=[CH:22][C:21]=3[N:28]([CH3:30])[CH3:29])[CH2:15][CH2:14]2)[C:9]2[C:4](=[CH:5][CH:6]=[CH:7][CH:8]=2)[N:3]=1.[NH:31]1[CH2:36][CH2:35][CH2:34][CH:33]([C:37]([NH2:39])=[O:38])[CH2:32]1, predict the reaction product. The product is: [CH3:29][N:28]([CH3:30])[C:21]1[CH:22]=[CH:23][CH:24]=[C:25]([O:26][CH3:27])[C:20]=1[CH2:19][N:16]1[CH2:17][CH2:18][CH:13]([NH:12][C:10]2[C:9]3[C:4](=[CH:5][CH:6]=[CH:7][CH:8]=3)[N:3]=[C:2]([N:31]3[CH2:36][CH2:35][CH2:34][CH:33]([C:37]([NH2:39])=[O:38])[CH2:32]3)[N:11]=2)[CH2:14][CH2:15]1. (5) Given the reactants [Cl:1][C:2]1[C:3]([CH2:16][O:17][C:18]2[CH:27]=[C:26]3[C:21]([CH2:22][CH2:23][C:24]([CH3:29])([CH3:28])[O:25]3)=[CH:20][CH:19]=2)=[CH:4][C:5]([F:15])=[C:6]([CH:14]=1)[C:7]([O:9]C(C)(C)C)=[O:8].FC(F)(F)C(O)=O, predict the reaction product. The product is: [Cl:1][C:2]1[C:3]([CH2:16][O:17][C:18]2[CH:27]=[C:26]3[C:21]([CH2:22][CH2:23][C:24]([CH3:29])([CH3:28])[O:25]3)=[CH:20][CH:19]=2)=[CH:4][C:5]([F:15])=[C:6]([CH:14]=1)[C:7]([OH:9])=[O:8]. (6) Given the reactants [CH3:1][Mg]I.[C:4]1([C:10]23[CH2:19][CH:14]4[CH2:15][CH:16]([CH2:18][CH:12]([C:13]4=[O:20])[CH2:11]2)[CH2:17]3)[CH:9]=[CH:8][CH:7]=[CH:6][CH:5]=1, predict the reaction product. The product is: [CH3:1][C:13]1([OH:20])[CH:12]2[CH2:18][CH:16]3[CH2:17][C:10]([C:4]4[CH:5]=[CH:6][CH:7]=[CH:8][CH:9]=4)([CH2:19][CH:14]1[CH2:15]3)[CH2:11]2. (7) Given the reactants Cl[C:2]1[C:11]2[C:6](=[CH:7][CH:8]=[CH:9][CH:10]=2)[C:5]([OH:12])=[C:4]([C:13]([NH:15][CH2:16][C:17]([OH:19])=[O:18])=[O:14])[N:3]=1.[CH3:20][O:21][C:22]1[CH:27]=[CH:26][CH:25]=[CH:24][C:23]=1[SH:28], predict the reaction product. The product is: [OH:12][C:5]1[C:6]2[C:11](=[CH:10][CH:9]=[CH:8][CH:7]=2)[C:2]([S:28][C:23]2[CH:24]=[CH:25][CH:26]=[CH:27][C:22]=2[O:21][CH3:20])=[N:3][C:4]=1[C:13]([NH:15][CH2:16][C:17]([OH:19])=[O:18])=[O:14]. (8) The product is: [CH:11]([C:4]1[CH:3]=[C:2]([B:17]2[O:18][C:19]([CH3:21])([CH3:20])[C:15]([CH3:31])([CH3:14])[O:16]2)[CH:7]=[C:6]([CH:8]([CH3:10])[CH3:9])[CH:5]=1)([CH3:13])[CH3:12]. Given the reactants Br[C:2]1[CH:7]=[C:6]([CH:8]([CH3:10])[CH3:9])[CH:5]=[C:4]([CH:11]([CH3:13])[CH3:12])[CH:3]=1.[CH3:14][C:15]1([CH3:31])[C:19]([CH3:21])([CH3:20])[O:18][B:17]([B:17]2[O:18][C:19]([CH3:21])([CH3:20])[C:15]([CH3:31])([CH3:14])[O:16]2)[O:16]1.C([O-])(=O)C.[K+].C(Cl)Cl, predict the reaction product. (9) Given the reactants C(N[CH:5]([CH3:7])[CH3:6])(C)C.C([Li])CCC.[CH3:13][O:14][C:15](=[O:26])[CH2:16][C:17]1C=CC(SC)=C(Cl)C=1.ICC1CC[O:31][CH2:30]1, predict the reaction product. The product is: [CH3:13][O:14][C:15](=[O:26])[CH:16]([CH:6]1[CH2:5][CH2:7][O:31][CH2:30]1)[CH3:17].